This data is from Forward reaction prediction with 1.9M reactions from USPTO patents (1976-2016). The task is: Predict the product of the given reaction. (1) Given the reactants Br[C:2]1[CH:3]=[C:4]([CH:13]=[CH:14][C:15]=1[F:16])[O:5][Si](C(C)(C)C)(C)C.[Li]CCCC.[CH3:22][N:23]([CH2:25][CH:26]1[C:33](=[O:34])[CH2:32][CH2:31][C:28]2([CH2:30][CH2:29]2)[CH2:27]1)[CH3:24], predict the reaction product. The product is: [CH3:24][N:23]([CH2:25][CH:26]1[C:33]([C:2]2[CH:3]=[C:4]([OH:5])[CH:13]=[CH:14][C:15]=2[F:16])([OH:34])[CH2:32][CH2:31][C:28]2([CH2:30][CH2:29]2)[CH2:27]1)[CH3:22]. (2) Given the reactants [NH2:1][C:2]1[C:12]([Br:13])=[CH:11][C:5]([C:6](OCC)=[O:7])=[CH:4][N:3]=1.[H-].[H-].[H-].[H-].[Li+].[Al+3], predict the reaction product. The product is: [NH2:1][C:2]1[N:3]=[CH:4][C:5]([CH2:6][OH:7])=[CH:11][C:12]=1[Br:13]. (3) The product is: [NH2:33][CH2:32][CH2:31][CH2:30][N:7]([C@@H:8]([C:12]1[N:13]([NH:23][C:24]2[CH:25]=[CH:26][CH:27]=[CH:28][CH:29]=2)[C:14](=[O:22])[C:15]2[N:21]=[CH:20][CH:19]=[CH:18][C:16]=2[N:17]=1)[CH2:9][C:10]#[CH:11])[C:5](=[O:6])[C:4]1[CH:44]=[CH:45][CH:46]=[C:2]([Cl:1])[C:3]=1[F:47]. Given the reactants [Cl:1][C:2]1[C:3]([F:47])=[C:4]([CH:44]=[CH:45][CH:46]=1)[C:5]([N:7]([CH2:30][CH2:31][CH2:32][NH:33]C(=O)OCC1C=CC=CC=1)[C@@H:8]([C:12]1[N:13]([NH:23][C:24]2[CH:29]=[CH:28][CH:27]=[CH:26][CH:25]=2)[C:14](=[O:22])[C:15]2[N:21]=[CH:20][CH:19]=[CH:18][C:16]=2[N:17]=1)[CH2:9][C:10]#[CH:11])=[O:6].I[Si](C)(C)C.C([O-])(O)=O.[Na+].ClCCl, predict the reaction product. (4) Given the reactants Cl[C:2]1[C:11]2[C:6](=[CH:7][CH:8]=[C:9]([O:12][CH3:13])[CH:10]=2)[N:5]=[C:4]([CH:14]=[CH:15][C:16]2[CH:21]=[CH:20][C:19]([Cl:22])=[CH:18][CH:17]=2)[N:3]=1.[C:23]([O:27][C:28]([NH:30][C@H:31]1[CH2:36][CH2:35][CH2:34][CH2:33][C@H:32]1[NH2:37])=[O:29])([CH3:26])([CH3:25])[CH3:24].C(N(CC)CC)C, predict the reaction product. The product is: [C:23]([O:27][C:28]([NH:30][C@@H:31]1[CH2:36][CH2:35][CH2:34][CH2:33][C@@H:32]1[NH:37][C:2]1[C:11]2[C:6](=[CH:7][CH:8]=[C:9]([O:12][CH3:13])[CH:10]=2)[N:5]=[C:4]([CH:14]=[CH:15][C:16]2[CH:21]=[CH:20][C:19]([Cl:22])=[CH:18][CH:17]=2)[N:3]=1)=[O:29])([CH3:26])([CH3:24])[CH3:25].